Dataset: Catalyst prediction with 721,799 reactions and 888 catalyst types from USPTO. Task: Predict which catalyst facilitates the given reaction. (1) Reactant: C(O)(=[O:3])C.[CH3:5][CH2:6][CH2:7][CH2:8][CH2:9][CH2:10][CH2:11][CH2:12][CH2:13][CH2:14][CH2:15][CH2:16][CH2:17][CH2:18][CH2:19][CH2:20][O:21][CH2:22][CH2:23][CH2:24][O:25][P:26]1([O:32][CH2:31][C@H:30]([CH2:33][N:34]2[C:39](=[O:40])[N:38]=[C:37]([NH2:41])[CH:36]=[CH:35]2)[O:29][CH2:28]1)=[O:27]. Product: [CH3:5][CH2:6][CH2:7][CH2:8][CH2:9][CH2:10][CH2:11][CH2:12][CH2:13][CH2:14][CH2:15][CH2:16][CH2:17][CH2:18][CH2:19][CH2:20][O:21][CH2:22][CH2:23][CH2:24][O:25][P:26]([OH:32])([CH2:28][O:29][C@H:30]([CH2:31][OH:3])[CH2:33][N:34]1[C:39](=[O:40])[N:38]=[C:37]([NH2:41])[CH:36]=[CH:35]1)=[O:27]. The catalyst class is: 74. (2) Reactant: [Br:1][C:2]1[CH:3]=[C:4]([CH:9]=[C:10](Br)[C:11]=1[CH2:12][O:13][C:14]([NH:16][C:17]1[C:22]([Cl:23])=[CH:21][CH:20]=[CH:19][C:18]=1[Cl:24])=[O:15])[C:5]([O:7][CH3:8])=[O:6]. Product: [Br:1][C:2]1[C:11]2[CH2:12][O:13][C:14](=[O:15])[N:16]([C:17]3[C:22]([Cl:23])=[CH:21][CH:20]=[CH:19][C:18]=3[Cl:24])[C:10]=2[CH:9]=[C:4]([C:5]([O:7][CH3:8])=[O:6])[CH:3]=1. The catalyst class is: 122. (3) Reactant: [Cl:1][C:2]1[N:3]=[N:4][C:5](Cl)=[CH:6][C:7]=1[CH2:8][CH2:9][CH2:10][CH3:11].[OH-].[NH4+:14]. Product: [NH2:14][C:5]1[N:4]=[N:3][C:2]([Cl:1])=[C:7]([CH2:8][CH2:9][CH2:10][CH3:11])[CH:6]=1. The catalyst class is: 8. (4) Reactant: [F:1][C:2]1[CH:7]=[CH:6][C:5]([C@H:8]2[CH2:10][C@@H:9]2[CH2:11][NH:12][C:13]2[CH:18]=[CH:17][N:16]=[C:15]([NH:19][NH2:20])[C:14]=2[C:21]([F:24])([F:23])[F:22])=[CH:4][CH:3]=1.C(=O)([O-])[O-].[Na+].[Na+].[F:31][C:32]([F:38])([F:37])[CH2:33][C:34](Cl)=[O:35]. Product: [F:31][C:32]([F:38])([F:37])[CH2:33][C:34]([NH:20][NH:19][C:15]1[C:14]([C:21]([F:24])([F:22])[F:23])=[C:13]([NH:12][CH2:11][C@H:9]2[CH2:10][C@@H:8]2[C:5]2[CH:6]=[CH:7][C:2]([F:1])=[CH:3][CH:4]=2)[CH:18]=[CH:17][N:16]=1)=[O:35]. The catalyst class is: 674. (5) Reactant: [Cl:1][C:2]1[CH:7]=[CH:6][C:5]([S:8]([CH:11]([C:17]2[CH:22]=[C:21]([F:23])[CH:20]=[CH:19][C:18]=2[F:24])[C:12]([CH3:16])([CH3:15])[CH2:13][OH:14])(=[O:10])=[O:9])=[CH:4][CH:3]=1.[H-].[Na+].[N:27]1([C:32](Cl)=[O:33])[CH2:31][CH2:30][CH2:29][CH2:28]1.CO. Product: [N:27]1([C:32]([O:14][CH2:13][C:12]([CH3:15])([CH3:16])[CH:11]([S:8]([C:5]2[CH:4]=[CH:3][C:2]([Cl:1])=[CH:7][CH:6]=2)(=[O:10])=[O:9])[C:17]2[CH:22]=[C:21]([F:23])[CH:20]=[CH:19][C:18]=2[F:24])=[O:33])[CH2:31][CH2:30][CH2:29][CH2:28]1. The catalyst class is: 20.